Task: Predict the reactants needed to synthesize the given product.. Dataset: Full USPTO retrosynthesis dataset with 1.9M reactions from patents (1976-2016) (1) Given the product [F:1][C:2]1[C:7]([C:8]2[N:28]=[C:11]3[CH:12]=[C:13]([NH:16][C:17]([C:19]4[N:23]([CH3:24])[N:22]=[CH:21][C:20]=4[C:25]([N:29]4[CH2:32][CH2:31][CH2:30]4)=[O:26])=[O:18])[CH:14]=[CH:15][N:10]3[N:9]=2)=[CH:6][CH:5]=[CH:4][N:3]=1, predict the reactants needed to synthesize it. The reactants are: [F:1][C:2]1[C:7]([C:8]2[N:28]=[C:11]3[CH:12]=[C:13]([NH:16][C:17]([C:19]4[N:23]([CH3:24])[N:22]=[CH:21][C:20]=4[C:25](O)=[O:26])=[O:18])[CH:14]=[CH:15][N:10]3[N:9]=2)=[CH:6][CH:5]=[CH:4][N:3]=1.[NH:29]1[CH2:32][CH2:31][CH2:30]1. (2) Given the product [NH2:58][CH2:57][CH2:56][CH2:55][O:54][CH2:53][CH2:52][O:51][CH2:50][CH2:49][O:48][CH2:47][CH2:46][CH2:45][NH:44][C:41]1[CH:40]=[CH:39][C:38]([C:36]([C:35]2[CH:66]=[CH:67][C:32]([O:31][CH2:30][CH2:29][CH2:28][NH:27][C:26](=[O:68])[CH2:25][CH2:24][O:23][CH2:22][CH2:21][O:20][CH2:19][CH2:18][O:17][CH2:16][CH2:15][O:14][CH2:13][CH2:12][NH:11][C:10](=[O:69])[CH2:9][CH2:8][N:3]3[C:4](=[O:7])[CH:5]=[CH:6][C:2]3=[O:1])=[CH:33][CH:34]=2)=[O:37])=[CH:43][CH:42]=1, predict the reactants needed to synthesize it. The reactants are: [O:1]=[C:2]1[CH:6]=[CH:5][C:4](=[O:7])[N:3]1[CH2:8][CH2:9][C:10](=[O:69])[NH:11][CH2:12][CH2:13][O:14][CH2:15][CH2:16][O:17][CH2:18][CH2:19][O:20][CH2:21][CH2:22][O:23][CH2:24][CH2:25][C:26](=[O:68])[NH:27][CH2:28][CH2:29][CH2:30][O:31][C:32]1[CH:67]=[CH:66][C:35]([C:36]([C:38]2[CH:43]=[CH:42][C:41]([NH:44][CH2:45][CH2:46][CH2:47][O:48][CH2:49][CH2:50][O:51][CH2:52][CH2:53][O:54][CH2:55][CH2:56][CH2:57][NH:58]C(=O)OC(C)(C)C)=[CH:40][CH:39]=2)=[O:37])=[CH:34][CH:33]=1. (3) Given the product [CH3:27][Si:26]([CH3:29])([CH3:28])[CH2:25][CH2:24][O:23][CH2:22][N:19]1[C:16]2=[N:17][CH:18]=[C:13]([C:12]3[C:7]([NH:6][C@@H:3]4[CH2:4][CH2:5][N:1]([C:30](=[O:34])[CH2:31][CH2:32][CH3:33])[CH2:2]4)=[N:8][CH:9]=[CH:10][CH:11]=3)[N:14]=[C:15]2[CH:21]=[CH:20]1, predict the reactants needed to synthesize it. The reactants are: [NH:1]1[CH2:5][CH2:4][C@@H:3]([NH:6][C:7]2[C:12]([C:13]3[N:14]=[C:15]4[CH:21]=[CH:20][N:19]([CH2:22][O:23][CH2:24][CH2:25][Si:26]([CH3:29])([CH3:28])[CH3:27])[C:16]4=[N:17][CH:18]=3)=[CH:11][CH:10]=[CH:9][N:8]=2)[CH2:2]1.[C:30](Cl)(=[O:34])[CH2:31][CH2:32][CH3:33]. (4) Given the product [CH:13]([N:16]1[C:20]2[N:21]=[C:22]([C:31]3[CH:32]=[CH:33][C:34]([NH:37][C:5]([NH:38][C:39]4[CH:44]=[CH:43][N:42]=[CH:41][CH:40]=4)=[O:11])=[CH:35][CH:36]=3)[N:23]=[C:24]([N:25]3[CH2:30][CH2:29][O:28][CH2:27][CH2:26]3)[C:19]=2[N:18]=[N:17]1)([CH3:15])[CH3:14], predict the reactants needed to synthesize it. The reactants are: ClC(Cl)(O[C:5](=[O:11])OC(Cl)(Cl)Cl)Cl.[CH:13]([N:16]1[C:20]2[N:21]=[C:22]([C:31]3[CH:36]=[CH:35][C:34]([NH2:37])=[CH:33][CH:32]=3)[N:23]=[C:24]([N:25]3[CH2:30][CH2:29][O:28][CH2:27][CH2:26]3)[C:19]=2[N:18]=[N:17]1)([CH3:15])[CH3:14].[NH2:38][C:39]1[CH:44]=[CH:43][N:42]=[CH:41][CH:40]=1.CCN(CC)CC. (5) Given the product [CH3:23][C:22]1[CH:24]=[CH:25][C:19]([S:16]([O:15][CH2:14][CH2:13][CH2:12][CH2:11][C:5]2[C:4]3[C:8](=[CH:9][CH:10]=[C:2]([Cl:1])[CH:3]=3)[NH:7][CH:6]=2)(=[O:18])=[O:17])=[CH:20][CH:21]=1, predict the reactants needed to synthesize it. The reactants are: [Cl:1][C:2]1[CH:3]=[C:4]2[C:8](=[CH:9][CH:10]=1)[NH:7][CH:6]=[C:5]2[CH2:11][CH2:12][CH2:13][CH2:14][OH:15].[S:16](Cl)([C:19]1[CH:25]=[CH:24][C:22]([CH3:23])=[CH:21][CH:20]=1)(=[O:18])=[O:17].